Dataset: Full USPTO retrosynthesis dataset with 1.9M reactions from patents (1976-2016). Task: Predict the reactants needed to synthesize the given product. (1) Given the product [NH2:1][C:2]1[CH:7]=[CH:6][C:5]([S:8][CH:10]([CH2:16][CH2:17][CH3:18])[C:11]([O:13][CH2:14][CH3:15])=[O:12])=[CH:4][CH:3]=1, predict the reactants needed to synthesize it. The reactants are: [NH2:1][C:2]1[CH:7]=[CH:6][C:5]([SH:8])=[CH:4][CH:3]=1.Br[CH:10]([CH2:16][CH2:17][CH3:18])[C:11]([O:13][CH2:14][CH3:15])=[O:12]. (2) Given the product [CH2:30]([O:29][C:22]1[CH:21]=[C:20]([C:18](=[O:19])[CH2:17][CH2:16][C:15]([NH:14][C:4]2[CH:3]=[C:2]([C:67]3[CH:66]=[CH:65][CH:64]=[C:63]([O:62][CH3:61])[CH:68]=3)[CH:7]=[C:6]([C:8]3[CH:13]=[CH:12][CH:11]=[CH:10][CH:9]=3)[N:5]=2)=[O:32])[CH:25]=[CH:24][C:23]=1[O:26][CH2:27][CH3:28])[CH3:31], predict the reactants needed to synthesize it. The reactants are: Cl[C:2]1[CH:7]=[C:6]([C:8]2[CH:13]=[CH:12][CH:11]=[CH:10][CH:9]=2)[N:5]=[C:4]([NH:14][C:15](=[O:32])[CH2:16][CH2:17][C:18]([C:20]2[CH:25]=[CH:24][C:23]([O:26][CH2:27][CH3:28])=[C:22]([O:29][CH2:30][CH3:31])[CH:21]=2)=[O:19])[CH:3]=1.C1(C)C=CC=CC=1P(C1C=CC=CC=1C)C1C=CC=CC=1C.C(=O)([O-])[O-].[K+].[K+].[CH3:61][O:62][C:63]1[CH:64]=[C:65](B(O)O)[CH:66]=[CH:67][CH:68]=1. (3) Given the product [Cl:16][C:17]1[CH:22]=[CH:21][C:20]([NH:15][N:14]=[C:1]([C:8]2[CH:9]=[CH:10][CH:11]=[CH:12][CH:13]=2)[C:2]2[CH:7]=[CH:6][CH:5]=[CH:4][CH:3]=2)=[CH:19][CH:18]=1, predict the reactants needed to synthesize it. The reactants are: [C:1](=[N:14][NH2:15])([C:8]1[CH:13]=[CH:12][CH:11]=[CH:10][CH:9]=1)[C:2]1[CH:7]=[CH:6][CH:5]=[CH:4][CH:3]=1.[Cl:16][C:17]1[CH:22]=[CH:21][C:20](Br)=[CH:19][CH:18]=1.CC([O-])(C)C.[Na+]. (4) The reactants are: [CH3:1][C:2]1[CH:10]=[C:9]2[C:5]([CH:6]=[CH:7][NH:8]2)=[CH:4][CH:3]=1.C12CC(CC1)C=C2.C([O-])([O-])=O.[K+].[K+].Br[CH2:25][CH2:26][CH2:27][C:28]([O:30][CH3:31])=[O:29]. Given the product [CH3:1][C:2]1[CH:10]=[C:9]2[C:5]([CH:6]=[C:7]([CH2:25][CH2:26][CH2:27][C:28]([O:30][CH3:31])=[O:29])[NH:8]2)=[CH:4][CH:3]=1, predict the reactants needed to synthesize it. (5) Given the product [Cl:8][C:9]1[C:10]([NH:31][C@@H:32]2[C@@H:37]3[CH2:38][C@@H:34]([CH:35]=[CH:36]3)[C@@H:33]2[C:39]([NH2:41])=[O:40])=[C:11]2[N:17]=[C:16]([C:18]3[CH:19]=[CH:20][CH:21]=[CH:22][C:23]=3[O:4][CH3:3])[NH:15][C:12]2=[N:13][CH:14]=1, predict the reactants needed to synthesize it. The reactants are: FC(F)(F)[C:3](O)=[O:4].[Cl:8][C:9]1[C:10]([NH:31][C@@H:32]2[C@@H:37]3[CH2:38][C@@H:34]([CH:35]=[CH:36]3)[C@@H:33]2[C:39]([NH2:41])=[O:40])=[C:11]2[N:17]=[C:16]([C:18]3[CH:23]=[CH:22][C:21](CN4CCOCC4)=[CH:20][CH:19]=3)[NH:15][C:12]2=[N:13][CH:14]=1.NC1C(N)=C(N[C@@H]2[C@@H]3C[C@@H](C=C3)[C@@H]2C(N)=O)C(Cl)=CN=1.COC1C=CC=CC=1C=O. (6) Given the product [Cl:1][C:2]1[CH:24]=[C:23]([C:25]([NH:27][CH2:28][C:29]2[CH:34]=[CH:33][CH:32]=[C:31]([OH:35])[CH:30]=2)=[O:26])[CH:22]=[C:21]([Cl:36])[C:3]=1[C:4]([NH:6][C@H:7]([C:17]([OH:19])=[O:18])[CH2:8][NH:9][C:10]([C:12]1[S:13][CH:14]=[CH:15][CH:16]=1)=[O:11])=[O:5], predict the reactants needed to synthesize it. The reactants are: [Cl:1][C:2]1[CH:24]=[C:23]([C:25]([NH:27][CH2:28][C:29]2[CH:34]=[CH:33][CH:32]=[C:31]([OH:35])[CH:30]=2)=[O:26])[CH:22]=[C:21]([Cl:36])[C:3]=1[C:4]([NH:6][C@H:7]([C:17]([O:19]C)=[O:18])[CH2:8][NH:9][C:10]([C:12]1[S:13][CH:14]=[CH:15][CH:16]=1)=[O:11])=[O:5].[OH-].[Na+].